Task: Predict the reaction yield, written as a fraction of the theoretical maximum amount of product (1.0 means a 100% yield; for example, 0.34 means a 34% yield).. Dataset: Reaction yield outcomes from USPTO patents with 853,638 reactions (1) The reactants are [Si:1]([O:8][C:9]1[CH:14]=[C:13]([O:15][Si:16]([C:19]([CH3:22])([CH3:21])[CH3:20])([CH3:18])[CH3:17])[CH:12]=[CH:11][C:10]=1[CH:23]1[CH2:28][CH2:27][C:26](=O)[CH2:25][CH2:24]1)([C:4]([CH3:7])([CH3:6])[CH3:5])([CH3:3])[CH3:2].[CH2:30]([NH2:37])[C:31]1[CH:36]=[CH:35][CH:34]=[CH:33][CH:32]=1. The yield is 0.860. The catalyst is ClCCl. The product is [CH2:30]([N:37]=[C:26]1[CH2:27][CH2:28][CH:23]([C:10]2[CH:11]=[CH:12][C:13]([O:15][Si:16]([C:19]([CH3:21])([CH3:22])[CH3:20])([CH3:17])[CH3:18])=[CH:14][C:9]=2[O:8][Si:1]([C:4]([CH3:6])([CH3:5])[CH3:7])([CH3:2])[CH3:3])[CH2:24][CH2:25]1)[C:31]1[CH:36]=[CH:35][CH:34]=[CH:33][CH:32]=1. (2) The yield is 0.820. The reactants are [N:1]1[NH:2][N:3]=[N:4][C:5]=1[CH2:6][NH2:7].[CH3:8][C:9]([O:12][C:13](O[C:13]([O:12][C:9]([CH3:11])([CH3:10])[CH3:8])=[O:14])=[O:14])([CH3:11])[CH3:10].[OH-].[Na+].Cl. The product is [C:9]([O:12][C:13](=[O:14])[NH:7][CH2:6][C:5]1[N:1]=[N:2][NH:3][N:4]=1)([CH3:11])([CH3:10])[CH3:8]. The catalyst is O. (3) The reactants are Cl[C:2]1[CH:10]=[C:9]2[C:5]([C:6]([CH:11]=[CH:12][C:13]3[CH:18]=[CH:17][C:16]([CH2:19][CH3:20])=[CH:15][N:14]=3)=[N:7][NH:8]2)=[CH:4][CH:3]=1.C1(P(C2C=CC=CC=2C2C=CC=CC=2)C2CCCCC2)CCCCC1.[O-]P([O-])([O-])=O.[K+].[K+].[K+].[C:54]([O:63][CH3:64])(=[O:62])[C:55]1[C:56](=[CH:58][CH:59]=[CH:60][CH:61]=1)[NH2:57]. The catalyst is C1C=CC(/C=C/C(/C=C/C2C=CC=CC=2)=O)=CC=1.C1C=CC(/C=C/C(/C=C/C2C=CC=CC=2)=O)=CC=1.C1C=CC(/C=C/C(/C=C/C2C=CC=CC=2)=O)=CC=1.[Pd].[Pd]. The product is [CH3:64][O:63][C:54](=[O:62])[C:55]1[CH:61]=[CH:60][CH:59]=[CH:58][C:56]=1[NH:57][C:2]1[CH:10]=[C:9]2[C:5]([C:6]([CH:11]=[CH:12][C:13]3[CH:18]=[CH:17][C:16]([CH2:19][CH3:20])=[CH:15][N:14]=3)=[N:7][NH:8]2)=[CH:4][CH:3]=1. The yield is 0.320. (4) The reactants are O.NN.[F:4][C:5]1[CH:14]=[CH:13][C:12]([O:15][CH2:16][CH2:17][CH3:18])=[C:11]2[C:6]=1[C:7](=[O:41])[C:8]([C:33]1[CH:38]=[CH:37][C:36]([O:39][CH3:40])=[CH:35][CH:34]=1)=[CH:9][N:10]2[CH2:19][CH2:20][CH2:21][N:22]1C(=O)C2C(=CC=CC=2)C1=O. The catalyst is C(O)C. The product is [NH2:22][CH2:21][CH2:20][CH2:19][N:10]1[C:11]2[C:6](=[C:5]([F:4])[CH:14]=[CH:13][C:12]=2[O:15][CH2:16][CH2:17][CH3:18])[C:7](=[O:41])[C:8]([C:33]2[CH:34]=[CH:35][C:36]([O:39][CH3:40])=[CH:37][CH:38]=2)=[CH:9]1. The yield is 0.940. (5) The reactants are C([O:3][C:4]([C:6]1[CH:7]=[N:8][N:9]([C:11]2[NH:20][C:19](=[O:21])[C:18]3[C:13](=[CH:14][CH:15]=[C:16]([C:22]4[CH:27]=[CH:26][CH:25]=[CH:24][C:23]=4[CH3:28])[CH:17]=3)[N:12]=2)[CH:10]=1)=[O:5])C.[OH-].[K+]. The catalyst is C1COCC1. The product is [O:21]=[C:19]1[C:18]2[C:13](=[CH:14][CH:15]=[C:16]([C:22]3[CH:27]=[CH:26][CH:25]=[CH:24][C:23]=3[CH3:28])[CH:17]=2)[N:12]=[C:11]([N:9]2[CH:10]=[C:6]([C:4]([OH:5])=[O:3])[CH:7]=[N:8]2)[NH:20]1. The yield is 0.810. (6) The reactants are [SH:1][C:2]1[N:7]=[C:6]([C:8]([O:10][CH3:11])=[O:9])[CH:5]=[CH:4][CH:3]=1.C1C(=O)N(Cl)C(=O)C1.[Cl:20][C:21]1[C:29]([F:30])=[C:28]2[C:24]([CH:25]=[C:26]([CH:38]3[CH2:40][CH2:39]3)[N:27]2[C:31]2[CH:32]=[N:33][N:34]([CH2:36][CH3:37])[CH:35]=2)=[CH:23][CH:22]=1. The catalyst is C(Cl)Cl. The product is [Cl:20][C:21]1[C:29]([F:30])=[C:28]2[C:24]([C:25]([S:1][C:2]3[N:7]=[C:6]([C:8]([O:10][CH3:11])=[O:9])[CH:5]=[CH:4][CH:3]=3)=[C:26]([CH:38]3[CH2:40][CH2:39]3)[N:27]2[C:31]2[CH:32]=[N:33][N:34]([CH2:36][CH3:37])[CH:35]=2)=[CH:23][CH:22]=1. The yield is 0.320. (7) The reactants are [C:1]([O:9][C@@H:10]1[C@H:14]([CH2:15][O:16][C:17](=[O:24])[C:18]2[CH:23]=[CH:22][CH:21]=[CH:20][CH:19]=2)[O:13][C@H:12]([N:25]2[CH:33]=[N:32][C:31]3[C:26]2=[N:27][CH:28]=[N:29][C:30]=3[NH2:34])[C@H:11]1O)(=[O:8])[C:2]1[CH:7]=[CH:6][CH:5]=[CH:4][CH:3]=1.O(C(Cl)=S)C1C=CC=CC=1.[H-].C[Si]([SiH]([Si](C)(C)C)[Si](C)(C)C)(C)C. The catalyst is C(#N)C.CN(C)C1C=CN=CC=1.O1CCOCC1. The product is [C:1]([O:9][C@@H:10]1[C@H:14]([CH2:15][O:16][C:17](=[O:24])[C:18]2[CH:23]=[CH:22][CH:21]=[CH:20][CH:19]=2)[O:13][C@H:12]([N:25]2[CH:33]=[N:32][C:31]3[C:26]2=[N:27][CH:28]=[N:29][C:30]=3[NH2:34])[CH2:11]1)(=[O:8])[C:2]1[CH:3]=[CH:4][CH:5]=[CH:6][CH:7]=1. The yield is 0.960.